This data is from Full USPTO retrosynthesis dataset with 1.9M reactions from patents (1976-2016). The task is: Predict the reactants needed to synthesize the given product. (1) Given the product [Cl:1][C:2]1[CH:3]=[C:4]([OH:21])[C:5]([NH:8][S:31]([CH2:30][C:25]2[CH:24]=[C:23]([F:22])[CH:28]=[C:27]([F:29])[CH:26]=2)(=[O:33])=[O:32])=[N:6][CH:7]=1, predict the reactants needed to synthesize it. The reactants are: [Cl:1][C:2]1[CH:3]=[C:4]([OH:21])[C:5]([NH:8]S(CC2C=C(Cl)C=C(Cl)C=2)(=O)=O)=[N:6][CH:7]=1.[F:22][C:23]1[CH:24]=[C:25]([CH2:30][S:31](Cl)(=[O:33])=[O:32])[CH:26]=[C:27]([F:29])[CH:28]=1.ClC1C=C(CS(Cl)(=O)=O)C=C(Cl)C=1. (2) The reactants are: Cl.[CH3:2][NH:3][CH2:4][CH2:5][NH:6][S:7]([C:10]1[CH:15]=[C:14]([S:16]([C:19]2[CH:24]=[CH:23][CH:22]=[CH:21][CH:20]=2)(=[O:18])=[O:17])[CH:13]=[CH:12][C:11]=1[C:25]([F:28])([F:27])[F:26])(=[O:9])=[O:8].N1([C:34]([NH:36][CH:37]2[CH2:42][CH2:41][N:40]([C:43]([O:45][C:46]([CH3:49])([CH3:48])[CH3:47])=[O:44])[CH2:39][CH2:38]2)=[O:35])C=CN=C1.C(N(C(C)C)CC)(C)C. Given the product [CH3:2][N:3]([CH2:4][CH2:5][NH:6][S:7]([C:10]1[CH:15]=[C:14]([S:16]([C:19]2[CH:24]=[CH:23][CH:22]=[CH:21][CH:20]=2)(=[O:18])=[O:17])[CH:13]=[CH:12][C:11]=1[C:25]([F:28])([F:26])[F:27])(=[O:9])=[O:8])[C:34]([NH:36][CH:37]1[CH2:42][CH2:41][N:40]([C:43]([O:45][C:46]([CH3:49])([CH3:48])[CH3:47])=[O:44])[CH2:39][CH2:38]1)=[O:35], predict the reactants needed to synthesize it. (3) Given the product [Br:17][C:18]1[CH:19]=[CH:20][CH:21]=[C:22]2[C:27]=1[N:26]=[C:25]([NH:1][C:2]1[CH:3]=[CH:4][C:5]([N:8]3[CH2:9][CH2:10][N:11]([CH:14]([OH:16])[CH3:15])[CH2:12][CH2:13]3)=[CH:6][CH:7]=1)[N:24]=[CH:23]2, predict the reactants needed to synthesize it. The reactants are: [NH2:1][C:2]1[CH:7]=[CH:6][C:5]([N:8]2[CH2:13][CH2:12][N:11]([CH:14]([OH:16])[CH3:15])[CH2:10][CH2:9]2)=[CH:4][CH:3]=1.[Br:17][C:18]1[CH:19]=[CH:20][CH:21]=[C:22]2[C:27]=1[N:26]=[C:25](Cl)[N:24]=[CH:23]2.C(O)(C(F)(F)F)=O. (4) Given the product [N:1]1([C:12]([O:11][C:7]([CH3:10])([CH3:9])[CH3:8])=[O:13])[CH2:6][CH2:5][NH:4][CH2:3][CH2:2]1, predict the reactants needed to synthesize it. The reactants are: [NH:1]1[CH2:6][CH2:5][NH:4][CH2:3][CH2:2]1.[C:7]([O:11][C:12](O[C:12]([O:11][C:7]([CH3:10])([CH3:9])[CH3:8])=[O:13])=[O:13])([CH3:10])([CH3:9])[CH3:8].